This data is from Catalyst prediction with 721,799 reactions and 888 catalyst types from USPTO. The task is: Predict which catalyst facilitates the given reaction. (1) Reactant: [CH2:1]([O:8][CH:9]([C:14]([O:16]C)=O)[C:10](OC)=[O:11])[C:2]1[CH:7]=[CH:6][CH:5]=[CH:4][CH:3]=1.C[O-].[Na+].Cl.[CH:22]([NH2:24])=[NH:23].Cl. Product: [CH2:1]([O:8][C:9]1[C:14]([OH:16])=[N:23][CH:22]=[N:24][C:10]=1[OH:11])[C:2]1[CH:7]=[CH:6][CH:5]=[CH:4][CH:3]=1. The catalyst class is: 5. (2) Reactant: [C:1]([O:5][C:6]([NH:8][C@@H:9]([CH3:25])[C:10]([N:12]1[C:20]2[C:15](=[CH:16][CH:17]=[CH:18][CH:19]=2)[CH2:14][C@H:13]1[C:21]([O:23][CH3:24])=[O:22])=[O:11])=[O:7])([CH3:4])([CH3:3])[CH3:2]. Product: [C:1]([O:5][C:6]([NH:8][C@@H:9]([CH3:25])[C:10]([N:12]1[C@@H:20]2[C@@H:15]([CH2:16][CH2:17][CH2:18][CH2:19]2)[CH2:14][C@H:13]1[C:21]([O:23][CH3:24])=[O:22])=[O:11])=[O:7])([CH3:4])([CH3:3])[CH3:2]. The catalyst class is: 847. (3) Reactant: [CH3:1][S:2][C:3]1[CH:8]=[CH:7][C:6]([C:9]2([CH:18]3[CH2:23][CH2:22][NH:21][CH2:20][CH2:19]3)[O:13][C:12]3[CH:14]=[CH:15][CH:16]=[CH:17][C:11]=3[O:10]2)=[CH:5][CH:4]=1.[CH3:24][C:25]([O:28][C:29](O[C:29]([O:28][C:25]([CH3:27])([CH3:26])[CH3:24])=[O:30])=[O:30])([CH3:27])[CH3:26].CCN(CC)CC. Product: [C:25]([O:28][C:29]([N:21]1[CH2:22][CH2:23][CH:18]([C:9]2([C:6]3[CH:7]=[CH:8][C:3]([S:2][CH3:1])=[CH:4][CH:5]=3)[O:13][C:12]3[CH:14]=[CH:15][CH:16]=[CH:17][C:11]=3[O:10]2)[CH2:19][CH2:20]1)=[O:30])([CH3:27])([CH3:26])[CH3:24]. The catalyst class is: 2. (4) Reactant: Cl[C:2]1[N:3]=[N:4][C:5]([Cl:11])=[CH:6][C:7]=1[C:8]([OH:10])=[O:9].[NH2:12][NH2:13]. Product: [Cl:11][C:5]1[N:4]=[N:3][C:2]([NH:12][NH2:13])=[C:7]([C:8]([OH:10])=[O:9])[CH:6]=1. The catalyst class is: 14. (5) Reactant: [C:1]([O:5][C:6]([N:8]([C@H:16]1[CH2:24][CH2:23][CH2:22][C@H:21]([O:25][CH2:26][C:27]([CH3:29])=[CH2:28])[C@@H:20]([O:30][CH2:31]/[CH:32]=[CH:33]/[C:34]([F:37])([F:36])[F:35])[C@H:19]([CH3:38])[O:18][C:17]1=[O:39])[C:9](=[O:15])[O:10][C:11]([CH3:14])([CH3:13])[CH3:12])=[O:7])([CH3:4])([CH3:3])[CH3:2]. The catalyst class is: 99. Product: [C:1]([O:5][C:6]([N:8]([C@H:16]1[CH2:24][CH2:23][CH2:22][C@H:21]([O:25][CH2:26][CH:27]([CH3:29])[CH3:28])[C@@H:20]([O:30][CH2:31][CH2:32][CH2:33][C:34]([F:35])([F:36])[F:37])[C@H:19]([CH3:38])[O:18][C:17]1=[O:39])[C:9](=[O:15])[O:10][C:11]([CH3:13])([CH3:14])[CH3:12])=[O:7])([CH3:3])([CH3:4])[CH3:2]. (6) Reactant: [Li]CCCC.CCCCCC.CC1(C)CCCC(C)(C)N1.[CH3:22][N:23]1[CH2:29][CH2:28][CH2:27][CH2:26][CH2:25][C:24]1=[O:30].Cl[C:32]1[CH:37]=[CH:36][CH:35]=[CH:34][C:33]=1[O:38][CH3:39]. Product: [CH3:39][O:38][C:33]1[CH:32]=[C:37]([CH:25]2[CH2:26][CH2:27][CH2:28][CH2:29][N:23]([CH3:22])[C:24]2=[O:30])[CH:36]=[CH:35][CH:34]=1. The catalyst class is: 1. (7) Reactant: [CH3:1][C:2]1[C:6]([CH2:7][CH2:8][C:9](O)=[O:10])=[C:5]([C:12]2[CH:17]=[CH:16][CH:15]=[CH:14][CH:13]=2)[O:4][N:3]=1.C([N:20](CC)CC)C.C(Cl)(=O)OCC.N. Product: [CH3:1][C:2]1[C:6]([CH2:7][CH2:8][C:9]([NH2:20])=[O:10])=[C:5]([C:12]2[CH:17]=[CH:16][CH:15]=[CH:14][CH:13]=2)[O:4][N:3]=1. The catalyst class is: 132. (8) The catalyst class is: 16. Product: [Cl:10][C:11]1[CH:16]=[C:15]([Cl:17])[C:14]([O:18][CH3:19])=[CH:13][C:12]=1[NH:20][C:21]1[C:30]2[C:25](=[CH:26][C:27]([O:9][CH2:8][C:4]3[S:3][CH:7]=[CH:6][CH:5]=3)=[C:28]([O:31][CH3:32])[CH:29]=2)[N:24]=[CH:23][C:22]=1[C:34]#[N:35]. Reactant: [H-].[Na+].[S:3]1[CH:7]=[CH:6][CH:5]=[C:4]1[CH2:8][OH:9].[Cl:10][C:11]1[CH:16]=[C:15]([Cl:17])[C:14]([O:18][CH3:19])=[CH:13][C:12]=1[NH:20][C:21]1[C:30]2[C:25](=[CH:26][C:27](F)=[C:28]([O:31][CH3:32])[CH:29]=2)[N:24]=[CH:23][C:22]=1[C:34]#[N:35].C(=O)(O)[O-].[Na+]. (9) Reactant: [N+:1]([C:4]1[CH:10]=[C:9]([O:11][CH3:12])[CH:8]=[CH:7][C:5]=1N)([O-])=O.Cl.N([O-])=O.[Na+]. Product: [CH3:12][O:11][C:9]1[CH:8]=[CH:7][C:5]2[C:4]3[C:5](=[CH:7][CH:8]=[C:9]([OH:11])[CH:10]=3)[NH:1][C:4]=2[CH:10]=1. The catalyst class is: 6. (10) Reactant: [C:1]([O:7][C:8]([CH3:11])([CH3:10])[CH3:9])(=[O:6])[CH2:2][C:3]([CH3:5])=O.C(O)(=O)C.[N:16]([O-])=O.[Na+].[C:20]([O:26][CH2:27][CH3:28])(=[O:25])[CH2:21][C:22]([CH3:24])=O. Product: [CH2:27]([O:26][C:20]([C:21]1[C:3]([CH3:5])=[C:2]([C:1]([O:7][C:8]([CH3:11])([CH3:10])[CH3:9])=[O:6])[NH:16][C:22]=1[CH3:24])=[O:25])[CH3:28]. The catalyst class is: 739.